From a dataset of Full USPTO retrosynthesis dataset with 1.9M reactions from patents (1976-2016). Predict the reactants needed to synthesize the given product. Given the product [C:1]([O:5][C:6]([NH:8][C@@H:9]1[C@@H:14]([O:15][S:29]([CH3:28])(=[O:31])=[O:30])[CH2:13][CH2:12][C@@H:11]([C:16]([O:18][CH2:19][CH3:20])=[O:17])[CH2:10]1)=[O:7])([CH3:4])([CH3:3])[CH3:2], predict the reactants needed to synthesize it. The reactants are: [C:1]([O:5][C:6]([NH:8][C@@H:9]1[C@@H:14]([OH:15])[CH2:13][CH2:12][C@@H:11]([C:16]([O:18][CH2:19][CH3:20])=[O:17])[CH2:10]1)=[O:7])([CH3:4])([CH3:3])[CH3:2].C(N(CC)CC)C.[CH3:28][S:29](Cl)(=[O:31])=[O:30].Cl.